This data is from Catalyst prediction with 721,799 reactions and 888 catalyst types from USPTO. The task is: Predict which catalyst facilitates the given reaction. (1) Reactant: [Si:1]([O:8][C:9]1[CH:10]=[C:11]([C:15]2([CH2:28][CH2:29][CH2:30][NH:31][C:32](=[O:38])[O:33][C:34]([CH3:37])([CH3:36])[CH3:35])[NH:19][N:18]=[C:17]([C:20]3[CH:25]=[C:24]([F:26])[CH:23]=[CH:22][C:21]=3[F:27])[S:16]2)[CH:12]=[CH:13][CH:14]=1)([C:4]([CH3:7])([CH3:6])[CH3:5])([CH3:3])[CH3:2].[C:39]([N:46]1C=CN=C1)(N1C=CN=C1)=[S:40].[NH2:51]N. Product: [Si:1]([O:8][C:9]1[CH:10]=[C:11]([C:15]2([CH2:28][CH2:29][CH2:30][NH:31][C:32](=[O:38])[O:33][C:34]([CH3:37])([CH3:36])[CH3:35])[N:19]([C:39]([NH:46][NH2:51])=[S:40])[N:18]=[C:17]([C:20]3[CH:25]=[C:24]([F:26])[CH:23]=[CH:22][C:21]=3[F:27])[S:16]2)[CH:12]=[CH:13][CH:14]=1)([C:4]([CH3:6])([CH3:7])[CH3:5])([CH3:3])[CH3:2]. The catalyst class is: 1. (2) Reactant: Cl[C:2]1[N:7]=[C:6]([NH:8][C@H:9]([CH2:13][CH:14]([CH3:16])[CH3:15])[C:10]([NH2:12])=[O:11])[CH:5]=[N:4][C:3]=1[C:17]#[N:18].[NH2:19][C:20]1[CH:21]=[N:22][C:23]2[C:28]([CH:29]=1)=[CH:27][CH:26]=[CH:25][CH:24]=2.C([O-])([O-])=O.[K+].[K+].C1C=CC(P(C2C(C3C(P(C4C=CC=CC=4)C4C=CC=CC=4)=CC=C4C=3C=CC=C4)=C3C(C=CC=C3)=CC=2)C2C=CC=CC=2)=CC=1. Product: [C:17]([C:3]1[N:4]=[CH:5][C:6]([NH:8][C@H:9]([CH2:13][CH:14]([CH3:16])[CH3:15])[C:10]([NH2:12])=[O:11])=[N:7][C:2]=1[NH:19][C:20]1[CH:21]=[N:22][C:23]2[C:28]([CH:29]=1)=[CH:27][CH:26]=[CH:25][CH:24]=2)#[N:18]. The catalyst class is: 231. (3) The catalyst class is: 24. Reactant: [N+:1]([C:4]1[CH:11]=[CH:10][CH:9]=[CH:8][C:5]=1[CH:6]=O)([O-:3])=[O:2].[NH2:12][CH:13]1[CH2:18][CH2:17][N:16]([CH2:19][C:20]2[CH:25]=[CH:24][CH:23]=[CH:22][CH:21]=2)[CH2:15][CH2:14]1.[BH4-].[Na+].Cl.[OH-].[Na+]. Product: [CH2:19]([N:16]1[CH2:17][CH2:18][CH:13]([NH:12][CH2:6][C:5]2[CH:8]=[CH:9][CH:10]=[CH:11][C:4]=2[N+:1]([O-:3])=[O:2])[CH2:14][CH2:15]1)[C:20]1[CH:21]=[CH:22][CH:23]=[CH:24][CH:25]=1. (4) Reactant: [OH-].[K+].[NH:3]1[CH2:8][CH2:7][CH2:6][CH2:5][C:4]1=[O:9].I[CH2:11][CH:12]([CH3:14])[CH3:13]. Product: [CH2:11]([N:3]1[CH2:8][CH2:7][CH2:6][CH2:5][C:4]1=[O:9])[CH:12]([CH3:14])[CH3:13]. The catalyst class is: 596.